Dataset: Forward reaction prediction with 1.9M reactions from USPTO patents (1976-2016). Task: Predict the product of the given reaction. (1) The product is: [CH2:22]([O:21][CH:4]([O:3][CH2:1][CH3:2])[C:5]1[O:13][C:12]2[C:11]([C:14]3[CH:19]=[CH:18][CH:17]=[C:16]([O:20][CH:25]([CH3:27])[CH3:26])[CH:15]=3)=[CH:10][N:9]=[CH:8][C:7]=2[CH:6]=1)[CH3:23]. Given the reactants [CH2:1]([O:3][CH:4]([O:21][CH2:22][CH3:23])[C:5]1[O:13][C:12]2[C:11]([C:14]3[CH:15]=[C:16]([OH:20])[CH:17]=[CH:18][CH:19]=3)=[CH:10][N:9]=[CH:8][C:7]=2[CH:6]=1)[CH3:2].I[CH:25]([CH3:27])[CH3:26].C(=O)([O-])[O-].[K+].[K+], predict the reaction product. (2) Given the reactants [N:1]1([C:7]([C:9]2[C:10]3[CH2:28][S:27](=[O:30])(=[O:29])[C:26]4[CH:25]=[CH:24][CH:23]=[CH:22][C:21]=4[C:11]=3[N:12]([C:14]3[CH:15]=[C:16]([OH:20])[CH:17]=[CH:18][CH:19]=3)[N:13]=2)=[O:8])[CH2:6][CH2:5][O:4][CH2:3][CH2:2]1.C(=O)([O-])[O-].[K+].[K+].[I-].[Na+].Cl.Cl[CH2:41][CH2:42][N:43]1[CH:47]=[CH:46][N:45]=[CH:44]1, predict the reaction product. The product is: [N:43]1([CH2:42][CH2:41][O:20][C:16]2[CH:15]=[C:14]([N:12]3[C:11]4[C:21]5[CH:22]=[CH:23][CH:24]=[CH:25][C:26]=5[S:27](=[O:29])(=[O:30])[CH2:28][C:10]=4[C:9]([C:7]([N:1]4[CH2:6][CH2:5][O:4][CH2:3][CH2:2]4)=[O:8])=[N:13]3)[CH:19]=[CH:18][CH:17]=2)[CH:47]=[CH:46][N:45]=[CH:44]1. (3) Given the reactants Cl.[NH2:2][CH2:3][C:4]([CH3:7])([SH:6])[CH3:5].C(N(CC)CC)C.[C:15]1(=[O:22])[O:21][C:19](=[O:20])[CH2:18][CH2:17][CH2:16]1, predict the reaction product. The product is: [CH3:5][C:4]([SH:6])([CH3:7])[CH2:3][NH:2][C:15]([CH2:16][CH2:17][CH2:18][C:19]([OH:21])=[O:20])=[O:22]. (4) Given the reactants [OH-:1].[Na+].S(O)(O)(=O)=O.[NH2:8]O.[Cl:10][C:11]1[CH:12]=[C:13]([C:18]([C:36]([F:39])([F:38])[F:37])=[CH:19][C:20]([C:22]2[C:31]3[C:26](=[CH:27][CH:28]=[CH:29][CH:30]=3)[C:25]([C:32]([O:34][CH3:35])=[O:33])=[CH:24][CH:23]=2)=O)[CH:14]=[C:15]([Cl:17])[CH:16]=1, predict the reaction product. The product is: [Cl:10][C:11]1[CH:12]=[C:13]([C:18]2([C:36]([F:39])([F:38])[F:37])[O:1][N:8]=[C:20]([C:22]3[C:31]4[C:26](=[CH:27][CH:28]=[CH:29][CH:30]=4)[C:25]([C:32]([O:34][CH3:35])=[O:33])=[CH:24][CH:23]=3)[CH2:19]2)[CH:14]=[C:15]([Cl:17])[CH:16]=1. (5) Given the reactants [NH:1]1[CH:5]=[CH:4][CH:3]=[N:2]1.[H-].[Na+].Cl[C:9]1[N:14]=[C:13]([CH3:15])[C:12]([Br:16])=[C:11]([CH3:17])[N:10]=1, predict the reaction product. The product is: [NH:1]1[CH:5]=[CH:4][C:3]([C:9]2[N:14]=[C:13]([CH3:15])[C:12]([Br:16])=[C:11]([CH3:17])[N:10]=2)=[N:2]1. (6) Given the reactants Cl[C:2]1[CH:7]=[C:6]([C:8]2[N:12]3[CH:13]=[C:14]([NH:17][CH:18]4[CH2:23][CH2:22][CH2:21][CH:20]([OH:24])[CH2:19]4)[CH:15]=[CH:16][C:11]3=[N:10][CH:9]=2)[CH:5]=[C:4]([Cl:25])[N:3]=1.[O:26]1[CH:30]=[CH:29][C:28](B(O)O)=[CH:27]1, predict the reaction product. The product is: [Cl:25][C:4]1[CH:5]=[C:6]([C:8]2[N:12]3[CH:13]=[C:14]([NH:17][CH:18]4[CH2:23][CH2:22][CH2:21][CH:20]([OH:24])[CH2:19]4)[CH:15]=[CH:16][C:11]3=[N:10][CH:9]=2)[CH:7]=[C:2]([C:28]2[CH:29]=[CH:30][O:26][CH:27]=2)[N:3]=1. (7) Given the reactants [NH:1]1[CH2:6][CH2:5][CH2:4][CH2:3][CH:2]1[CH2:7][CH2:8][O:9][C:10]1[CH:15]=[CH:14][C:13]([C:16]2[NH:20][C:19]3[CH:21]=[CH:22][C:23]([C:25]([NH2:27])=[O:26])=[CH:24][C:18]=3[N:17]=2)=[CH:12][CH:11]=1.[Cl:28][C:29]1[CH:30]=C(C=C[C:36]=1[Cl:37])C=O.[C:38]1(C)[CH:43]=CC(C=O)=C[CH:39]=1, predict the reaction product. The product is: [Cl:28][C:29]1[CH:30]=[C:5]([CH:4]=[CH:3][C:36]=1[Cl:37])[CH2:6][N:1]1[CH2:43][CH2:38][CH2:39][CH:7]([CH2:8][O:9][C:10]2[CH:11]=[CH:12][C:13]([C:16]3[NH:20][C:19]4[CH:21]=[CH:22][C:23]([C:25]([NH2:27])=[O:26])=[CH:24][C:18]=4[N:17]=3)=[CH:14][CH:15]=2)[CH2:2]1.